From a dataset of Forward reaction prediction with 1.9M reactions from USPTO patents (1976-2016). Predict the product of the given reaction. (1) Given the reactants [CH2:1]([O:4][C:5]1[C:13]([Br:14])=[CH:12][C:8]([C:9]([OH:11])=O)=[C:7]([Cl:15])[CH:6]=1)[CH:2]=[CH2:3].Cl.[CH3:17][NH:18][O:19][CH3:20].CCN=C=NCCCN(C)C.C1C=CC2N(O)N=NC=2C=1.CN1CCOCC1, predict the reaction product. The product is: [CH2:1]([O:4][C:5]1[C:13]([Br:14])=[CH:12][C:8]([C:9]([N:18]([O:19][CH3:20])[CH3:17])=[O:11])=[C:7]([Cl:15])[CH:6]=1)[CH:2]=[CH2:3]. (2) Given the reactants [CH3:1][C:2]1[C:3](/[C:7](=[N:14]\[O:15][CH2:16][C:17]2[N:22]=[C:21]([N:23]3C(=O)C4C(=CC=CC=4)C3=O)[CH:20]=[CH:19][CH:18]=2)/[C:8]2[CH:13]=[CH:12][CH:11]=[CH:10][CH:9]=2)=[N:4][S:5][N:6]=1.O.NN, predict the reaction product. The product is: [CH3:1][C:2]1[C:3](/[C:7](=[N:14]\[O:15][CH2:16][C:17]2[N:22]=[C:21]([NH2:23])[CH:20]=[CH:19][CH:18]=2)/[C:8]2[CH:9]=[CH:10][CH:11]=[CH:12][CH:13]=2)=[N:4][S:5][N:6]=1.